From a dataset of Peptide-MHC class II binding affinity with 134,281 pairs from IEDB. Regression. Given a peptide amino acid sequence and an MHC pseudo amino acid sequence, predict their binding affinity value. This is MHC class II binding data. The peptide sequence is GEFIKASSIEARQ. The MHC is DRB1_0101 with pseudo-sequence DRB1_0101. The binding affinity (normalized) is 0.532.